From a dataset of Full USPTO retrosynthesis dataset with 1.9M reactions from patents (1976-2016). Predict the reactants needed to synthesize the given product. (1) Given the product [C:33]([CH2:32][O:15][N:14]=[C:12]([CH2:11][O:10][CH2:9][CH2:8][CH2:7][CH2:6][CH2:5][O:4][C:3]1[C:2]([Cl:1])=[CH:19][C:18]([O:20][CH2:21][CH:22]=[C:23]([Cl:25])[Cl:24])=[CH:17][C:16]=1[Cl:26])[CH3:13])#[N:34], predict the reactants needed to synthesize it. The reactants are: [Cl:1][C:2]1[CH:19]=[C:18]([O:20][CH2:21][CH:22]=[C:23]([Cl:25])[Cl:24])[CH:17]=[C:16]([Cl:26])[C:3]=1[O:4][CH2:5][CH2:6][CH2:7][CH2:8][CH2:9][O:10][CH2:11][C:12](=[N:14][OH:15])[CH3:13].[H-].[Na+].[H][H].Cl[CH2:32][C:33]#[N:34].Cl. (2) Given the product [CH:24]([C:20]1[CH:19]=[C:18]([CH:23]=[CH:22][CH:21]=1)[CH2:17][N:12]1[C@@H:11]2[C@H:15]([C@H:7]([CH2:6][C:5]3[CH:29]=[CH:30][C:2]([O:1][S:41]([C:40]([F:53])([F:52])[F:39])(=[O:43])=[O:42])=[CH:3][CH:4]=3)[CH2:8][S:9](=[O:28])(=[O:27])[CH2:10]2)[O:14][C:13]1=[O:16])([CH3:26])[CH3:25], predict the reactants needed to synthesize it. The reactants are: [OH:1][C:2]1[CH:30]=[CH:29][C:5]([CH2:6][C@H:7]2[C@H:15]3[C@@H:11]([N:12]([CH2:17][C:18]4[CH:23]=[CH:22][CH:21]=[C:20]([CH:24]([CH3:26])[CH3:25])[CH:19]=4)[C:13](=[O:16])[O:14]3)[CH2:10][S:9](=[O:28])(=[O:27])[CH2:8]2)=[CH:4][CH:3]=1.N1C(C)=CC=CC=1C.[F:39][C:40]([F:53])([F:52])[S:41](O[S:41]([C:40]([F:53])([F:52])[F:39])(=[O:43])=[O:42])(=[O:43])=[O:42].Cl. (3) The reactants are: Br[C:2]1[C:6]2[CH2:7][N:8]([C:11](=[O:13])[CH3:12])[CH2:9][CH2:10][C:5]=2[N:4]([C@H:14]2[CH2:18][CH2:17][O:16][CH2:15]2)[N:3]=1.C1(P(C2CCCCC2)C2C=CC=CC=2C2C(OC(C)C)=CC=CC=2OC(C)C)CCCCC1.C(O[Na])(C)(C)C.[CH3:58][N:59]1[CH:63]=[C:62]([C:64]2[CH:73]=[C:72]3[C:67]([NH:68][CH2:69][CH2:70][N:71]3[C:74]([O:76][C:77]([CH3:80])([CH3:79])[CH3:78])=[O:75])=[CH:66][CH:65]=2)[CH:61]=[N:60]1. Given the product [C:11]([N:8]1[CH2:9][CH2:10][C:5]2[N:4]([C@H:14]3[CH2:18][CH2:17][O:16][CH2:15]3)[N:3]=[C:2]([N:68]3[C:67]4[C:72](=[CH:73][C:64]([C:62]5[CH:61]=[N:60][N:59]([CH3:58])[CH:63]=5)=[CH:65][CH:66]=4)[N:71]([C:74]([O:76][C:77]([CH3:80])([CH3:79])[CH3:78])=[O:75])[CH2:70][CH2:69]3)[C:6]=2[CH2:7]1)(=[O:13])[CH3:12], predict the reactants needed to synthesize it. (4) Given the product [CH2:10]([OH:11])[CH2:9][C@@H:8]([OH:7])[CH2:14][CH2:15][CH2:16][CH3:17], predict the reactants needed to synthesize it. The reactants are: [H-].[H-].[H-].[H-].[Li+].[Al+3].[OH:7][C@@H:8]([CH2:14][CH2:15][CH2:16][CH3:17])[CH2:9][C:10](OC)=[O:11].O.[OH-].[Na+]. (5) Given the product [CH2:1]([N:3]1[CH2:8][CH:7]=[C:6]([CH2:12][C:10]#[N:11])[CH2:5][CH2:4]1)[CH3:2], predict the reactants needed to synthesize it. The reactants are: [CH2:1]([N:3]1[CH2:8][CH2:7][C:6](=O)[CH2:5][CH2:4]1)[CH3:2].[C:10]([CH2:12]C(O)=O)#[N:11]. (6) Given the product [Br:8][C:4]1[CH:5]=[CH:6][CH:7]=[C:2]([CH:16]=[O:17])[N:3]=1, predict the reactants needed to synthesize it. The reactants are: Br[C:2]1[CH:7]=[CH:6][CH:5]=[C:4]([Br:8])[N:3]=1.[Li]CCCC.C1C[O:17][CH2:16]C1. (7) Given the product [CH3:28][O:27][C:25]([C:22]1[CH:23]=[C:24]2[C:19](=[CH:20][CH:21]=1)[CH2:18][CH2:17][C@H:16]2[NH2:15])=[O:26], predict the reactants needed to synthesize it. The reactants are: C(O)(C(F)(F)F)=O.C(OC([NH:15][C@H:16]1[C:24]2[C:19](=[CH:20][CH:21]=[C:22]([C:25]([O:27][CH3:28])=[O:26])[CH:23]=2)[CH2:18][CH2:17]1)=O)(C)(C)C. (8) Given the product [C:1]([O:5][C:6](=[O:30])[NH:7][C@@H:8](/[CH:28]=[CH:37]/[C:36]1[CH:57]=[CH:58][CH:59]=[CH:60][C:35]=1[N+:32]([O-:34])=[O:33])[CH2:9][O:10][Si:11]([C:24]([CH3:25])([CH3:26])[CH3:27])([C:18]1[CH:19]=[CH:20][CH:21]=[CH:22][CH:23]=1)[C:12]1[CH:17]=[CH:16][CH:15]=[CH:14][CH:13]=1)([CH3:3])([CH3:4])[CH3:2], predict the reactants needed to synthesize it. The reactants are: [C:1]([O:5][C:6](=[O:30])[NH:7][C@@H:8]([CH:28]=O)[CH2:9][O:10][Si:11]([C:24]([CH3:27])([CH3:26])[CH3:25])([C:18]1[CH:23]=[CH:22][CH:21]=[CH:20][CH:19]=1)[C:12]1[CH:17]=[CH:16][CH:15]=[CH:14][CH:13]=1)([CH3:4])([CH3:3])[CH3:2].[Br-].[N+:32]([C:35]1[CH:60]=[CH:59][CH:58]=[CH:57][C:36]=1[CH2:37][P+](C1C=CC=CC=1)(C1C=CC=CC=1)C1C=CC=CC=1)([O-:34])=[O:33].[PH4+].C(=O)([O-])[O-].[K+].[K+].C1OCCOCCOCCOCCOCCOC1. (9) Given the product [CH2:1]([CH:3]([CH2:6][CH2:7][CH2:8][CH3:9])[CH2:4][O:17][C:16]1[CH:23]=[CH:22][CH:21]=[CH:20][C:18]=1[O:13][CH2:10][CH:3]([CH2:1][CH3:2])[CH2:6][CH2:7][CH2:8][CH3:9])[CH3:2], predict the reactants needed to synthesize it. The reactants are: [CH2:1]([CH:3]([CH2:6][CH2:7][CH2:8][CH3:9])[CH2:4]Br)[CH3:2].[C:10](=[O:13])([O-])[O-].[K+].[K+].[C:16]1([C:18](=[CH:20][CH:21]=[CH:22][CH:23]=1)O)[OH:17].O.